Dataset: Forward reaction prediction with 1.9M reactions from USPTO patents (1976-2016). Task: Predict the product of the given reaction. (1) The product is: [CH3:26][S:27]([C:30]1[CH:35]=[CH:34][C:33]([C:6]2[CH:7]=[CH:2][CH:3]=[C:4]([CH:8]([C:19]3[CH:24]=[CH:23][CH:22]=[CH:21][C:20]=3[CH3:25])[CH2:9][C:10]([C:13]3[CH:14]=[CH:15][N:16]=[CH:17][CH:18]=3)=[N:11][OH:12])[CH:5]=2)=[CH:32][CH:31]=1)(=[O:29])=[O:28]. Given the reactants Br[C:2]1[CH:3]=[C:4]([CH:8]([C:19]2[CH:24]=[CH:23][CH:22]=[CH:21][C:20]=2[CH3:25])[CH2:9][C:10]([C:13]2[CH:18]=[CH:17][N:16]=[CH:15][CH:14]=2)=[N:11][OH:12])[CH:5]=[CH:6][CH:7]=1.[CH3:26][S:27]([C:30]1[CH:35]=[CH:34][C:33](B(O)O)=[CH:32][CH:31]=1)(=[O:29])=[O:28], predict the reaction product. (2) Given the reactants [NH2:1][C:2]1[N:6]([C:7]2[CH:12]=[CH:11][CH:10]=[CH:9][CH:8]=2)[N:5]=[C:4]([O:13][C@@H:14]2[CH2:19][CH2:18][N:17]([C:20]([O:22][C:23]([CH3:26])([CH3:25])[CH3:24])=[O:21])[CH2:16][C@@H:15]2[F:27])[C:3]=1[CH3:28].C1(C2C=CC([CH2:38][O:39]C)=CC=2CN)CC1.[CH3:43][O:44][CH2:45][C:46]1[CH:47]=[CH:48][C:49]([O:54][C:55]([F:58])([F:57])[F:56])=[C:50]([CH2:52][NH2:53])[CH:51]=1, predict the reaction product. The product is: [F:27][C@@H:15]1[C@H:14]([O:13][C:4]2[C:3]([CH3:28])=[C:2]([NH:1][C:38]([NH:53][CH2:52][C:50]3[CH:51]=[C:46]([CH2:45][O:44][CH3:43])[CH:47]=[CH:48][C:49]=3[O:54][C:55]([F:56])([F:57])[F:58])=[O:39])[N:6]([C:7]3[CH:12]=[CH:11][CH:10]=[CH:9][CH:8]=3)[N:5]=2)[CH2:19][CH2:18][N:17]([C:20]([O:22][C:23]([CH3:24])([CH3:25])[CH3:26])=[O:21])[CH2:16]1. (3) Given the reactants FC(F)(F)C1C=C(NC(=O)NC2C=CC(C3SC(CCC(O)=O)=NC=3)=CC=2)C=CC=1.[Cl:31][C:32]1[CH:37]=[CH:36][C:35]([NH:38][C:39](=[O:62])[NH:40][C:41]2[CH:46]=[CH:45][C:44]([C:47]3[S:51][C:50]([CH:52]4[CH2:57][CH2:56][CH:55]([C:58]([O:60]C)=[O:59])[CH2:54][CH2:53]4)=[N:49][CH:48]=3)=[CH:43][CH:42]=2)=[C:34]([C:63]([F:66])([F:65])[F:64])[CH:33]=1, predict the reaction product. The product is: [Cl:31][C:32]1[CH:37]=[CH:36][C:35]([NH:38][C:39](=[O:62])[NH:40][C:41]2[CH:42]=[CH:43][C:44]([C:47]3[S:51][C:50]([CH:52]4[CH2:53][CH2:54][CH:55]([C:58]([OH:60])=[O:59])[CH2:56][CH2:57]4)=[N:49][CH:48]=3)=[CH:45][CH:46]=2)=[C:34]([C:63]([F:64])([F:66])[F:65])[CH:33]=1. (4) Given the reactants [Br:1][C:2]1[CH:7]=[CH:6][C:5]([N:8]([C:16]2[CH:21]=[CH:20][C:19]([Br:22])=[CH:18][CH:17]=2)[C:9]2[CH:14]=[CH:13][C:12](Br)=[CH:11][CH:10]=2)=[CH:4][CH:3]=1.[Li]CCCC.C([O:31]B(OC(C)C)OC(C)C)(C)C.C(O)(=O)C.OO, predict the reaction product. The product is: [Br:1][C:2]1[CH:7]=[CH:6][C:5]([N:8]([C:16]2[CH:21]=[CH:20][C:19]([Br:22])=[CH:18][CH:17]=2)[C:9]2[CH:14]=[CH:13][C:12]([OH:31])=[CH:11][CH:10]=2)=[CH:4][CH:3]=1. (5) Given the reactants CS(O[CH2:6][CH2:7][C:8]1[CH:13]=[C:12]([O:14][CH3:15])[C:11]([C:16]#[N:17])=[CH:10][C:9]=1[Cl:18])(=O)=O.C1CCN2C(=NCCC2)CC1, predict the reaction product. The product is: [Cl:18][C:9]1[CH:10]=[C:11]([C:16]#[N:17])[C:12]([O:14][CH3:15])=[CH:13][C:8]=1[CH:7]=[CH2:6]. (6) Given the reactants [C:1](=[O:12])(OC(Cl)(Cl)Cl)OC(Cl)(Cl)Cl.C(N(CC)CC)C.[NH2:20][C:21]1[CH:22]=[CH:23][C:24]([O:27][C:28]2[CH:35]=[CH:34][C:31]([C:32]#[N:33])=[C:30]([O:36][CH:37]([CH3:39])[CH3:38])[CH:29]=2)=[N:25][CH:26]=1.[Cl-].[CH3:41][C@@:42]([NH3+:49])([CH2:47][CH3:48])[C:43](OC)=[O:44].C[O-].[Na+], predict the reaction product. The product is: [CH2:47]([C@:42]1([CH3:41])[C:43](=[O:44])[N:20]([C:21]2[CH:22]=[CH:23][C:24]([O:27][C:28]3[CH:35]=[CH:34][C:31]([C:32]#[N:33])=[C:30]([O:36][CH:37]([CH3:39])[CH3:38])[CH:29]=3)=[N:25][CH:26]=2)[C:1](=[O:12])[NH:49]1)[CH3:48]. (7) Given the reactants [Cl:1][CH2:2][C:3]1[CH:8]=[CH:7][C:6]([CH2:9][C:10]#[N:11])=[CH:5][CH:4]=1.[NH2:12][C:13]([NH2:15])=[S:14], predict the reaction product. The product is: [ClH:1].[C:10]([CH2:9][C:6]1[CH:7]=[CH:8][C:3]([CH2:2][S:14][C:13](=[NH:12])[NH2:15])=[CH:4][CH:5]=1)#[N:11]. (8) Given the reactants Cl[CH:2]([O:4][C:5](=[O:31])[N:6]([C:15]1[CH:20]=[CH:19][C:18]([C:21](=[O:29])[C:22]2[CH:27]=[CH:26][CH:25]=[CH:24][C:23]=2[CH3:28])=[C:17]([Cl:30])[CH:16]=1)[C:7]1[CH:12]=[CH:11][C:10]([F:13])=[CH:9][C:8]=1[CH3:14])[CH3:3].[C:32]([O:36][C:37]([NH:39][C@@H:40]([CH2:44][OH:45])[C:41]([O-:43])=[O:42])=[O:38])([CH3:35])([CH3:34])[CH3:33].C([N+](CCCC)(CCCC)CCCC)CCC, predict the reaction product. The product is: [Cl:30][C:17]1[CH:16]=[C:15]([N:6]([C:7]2[CH:12]=[CH:11][C:10]([F:13])=[CH:9][C:8]=2[CH3:14])[C:5]([O:4][CH:2]([O:43][C:41](=[O:42])[C@@H:40]([NH:39][C:37]([O:36][C:32]([CH3:34])([CH3:33])[CH3:35])=[O:38])[CH2:44][OH:45])[CH3:3])=[O:31])[CH:20]=[CH:19][C:18]=1[C:21](=[O:29])[C:22]1[CH:27]=[CH:26][CH:25]=[CH:24][C:23]=1[CH3:28]. (9) Given the reactants [Cl:1][C:2]1[CH:3]=[C:4]([N+:9]([O-:11])=[O:10])[CH:5]=[CH:6][C:7]=1F.[OH:12][C:13]1[CH:22]=[CH:21][C:16]([C:17]([O:19][CH3:20])=[O:18])=[CH:15][CH:14]=1.C(=O)([O-])[O-].[K+].[K+].O, predict the reaction product. The product is: [Cl:1][C:2]1[CH:3]=[C:4]([N+:9]([O-:11])=[O:10])[CH:5]=[CH:6][C:7]=1[O:12][C:13]1[CH:14]=[CH:15][C:16]([C:17]([O:19][CH3:20])=[O:18])=[CH:21][CH:22]=1. (10) Given the reactants Br[C:2]1[CH:7]=[C:6]([C:8]([F:11])([F:10])[F:9])[CH:5]=[C:4]([F:12])[CH:3]=1.[Li]CCCC.[Cl:18][C:19]1[CH:20]=[CH:21][C:22]([C:25]#[N:26])=[N:23][CH:24]=1.C[Si](Cl)(C)C.[CH:32]1([Mg]Cl)[CH2:37][CH2:36][CH2:35][CH2:34][CH2:33]1, predict the reaction product. The product is: [Cl:18][C:19]1[CH:20]=[CH:21][C:22]([C:25]([CH:32]2[CH2:37][CH2:36][CH2:35][CH2:34][CH2:33]2)([C:2]2[CH:7]=[C:6]([C:8]([F:11])([F:10])[F:9])[CH:5]=[C:4]([F:12])[CH:3]=2)[NH2:26])=[N:23][CH:24]=1.